The task is: Predict which catalyst facilitates the given reaction.. This data is from Catalyst prediction with 721,799 reactions and 888 catalyst types from USPTO. (1) Reactant: [CH:1]([O:6][CH3:7])([O:4][CH3:5])OC.CC1C=CC(S(O)(=O)=O)=CC=1.O.[N:20]([CH2:23][CH2:24][CH2:25][O:26][C:27]1[CH:34]=[CH:33][C:30](C=O)=[C:29]([O:35][CH3:36])[CH:28]=1)=[N+:21]=[N-:22]. Product: [CH3:7][O:6][CH:1]([O:4][CH3:5])[C:30]1[CH:33]=[CH:34][C:27]([O:26][CH2:25][CH2:24][CH2:23][N:20]=[N+:21]=[N-:22])=[CH:28][C:29]=1[O:35][CH3:36]. The catalyst class is: 5. (2) Reactant: Cl.[CH2:2]([O:9][C:10](=[O:34])[NH:11][C:12]1[C:17]([F:18])=[CH:16][C:15]([CH2:19][C@H:20]2[C@H:25]([OH:26])[C@@H:24]([NH2:27])[CH2:23][S:22](=[O:29])(=[O:28])[CH2:21]2)=[CH:14][C:13]=1[CH2:30][CH2:31][CH2:32][CH3:33])[C:3]1[CH:8]=[CH:7][CH:6]=[CH:5][CH:4]=1.[C:35]([C:39]1[CH:40]=[C:41]([CH:44]=[CH:45][CH:46]=1)[CH:42]=O)([CH3:38])([CH3:37])[CH3:36]. Product: [CH2:2]([O:9][C:10](=[O:34])[NH:11][C:12]1[C:17]([F:18])=[CH:16][C:15]([CH2:19][C@H:20]2[C@H:25]([OH:26])[C@@H:24]([NH:27][CH2:42][C:41]3[CH:44]=[CH:45][CH:46]=[C:39]([C:35]([CH3:38])([CH3:37])[CH3:36])[CH:40]=3)[CH2:23][S:22](=[O:28])(=[O:29])[CH2:21]2)=[CH:14][C:13]=1[CH2:30][CH2:31][CH2:32][CH3:33])[C:3]1[CH:4]=[CH:5][CH:6]=[CH:7][CH:8]=1. The catalyst class is: 828. (3) The catalyst class is: 53. Reactant: [S:1]([N:11]1[C:19]2[C:14](=[CH:15][CH:16]=[CH:17][CH:18]=2)[C:13]([CH3:20])=[CH:12]1)([C:4]1[CH:10]=[CH:9][C:7]([CH3:8])=[CH:6][CH:5]=1)(=[O:3])=[O:2].[Br:21]N1C(=O)CCC1=O.N(C(C)(C)C#N)=NC(C)(C)C#N. Product: [Br:21][CH2:20][C:13]1[C:14]2[C:19](=[CH:18][CH:17]=[CH:16][CH:15]=2)[N:11]([S:1]([C:4]2[CH:5]=[CH:6][C:7]([CH3:8])=[CH:9][CH:10]=2)(=[O:2])=[O:3])[CH:12]=1. (4) Reactant: S(=O)(=O)(O)O.[Cl:6][C:7]1[CH:8]=[CH:9][C:10]([NH:13][C:14]([C:16]2[CH:21]=[C:20]([Cl:22])[CH:19]=[CH:18][C:17]=2[NH:23][C:24]([C:26]2[CH:31]=[CH:30][C:29]([S:32]([CH3:45])(=[N:34]C(OCC3C=CC=CC=3)=O)=[O:33])=[CH:28][CH:27]=2)=[O:25])=[O:15])=[N:11][CH:12]=1.C(=O)([O-])[O-].[K+].[K+]. Product: [Cl:6][C:7]1[CH:8]=[CH:9][C:10]([NH:13][C:14]([C:16]2[CH:21]=[C:20]([Cl:22])[CH:19]=[CH:18][C:17]=2[NH:23][C:24]([C:26]2[CH:31]=[CH:30][C:29]([S:32]([CH3:45])(=[NH:34])=[O:33])=[CH:28][CH:27]=2)=[O:25])=[O:15])=[N:11][CH:12]=1. The catalyst class is: 6. (5) Reactant: [Si]([O:8][CH2:9][C@@:10]1([CH3:23])[O:15][CH2:14][CH2:13][N:12]([C:16]([O:18][C:19]([CH3:22])([CH3:21])[CH3:20])=[O:17])[CH2:11]1)(C(C)(C)C)(C)C.CC(OI1(OC(C)=O)(OC(C)=O)OC(=O)C2C=CC=CC1=2)=O. Product: [CH:9]([C@@:10]1([CH3:23])[O:15][CH2:14][CH2:13][N:12]([C:16]([O:18][C:19]([CH3:22])([CH3:21])[CH3:20])=[O:17])[CH2:11]1)=[O:8]. The catalyst class is: 2. (6) Reactant: [CH3:1][O:2][C:3]([C:5]1[CH:10]([C:11]2[CH:16]=[CH:15][C:14]([C:17]#[N:18])=[CH:13][CH:12]=2)[N:9]2[C:19](=[O:39])[N:20]([CH2:22][CH2:23][CH2:24][S:25]([CH2:28][CH2:29][CH2:30][O:31][Si](C(C)(C)C)(C)C)(=[O:27])=[O:26])[N:21]=[C:8]2[N:7]([C:40]2[CH:45]=[CH:44][CH:43]=[C:42]([C:46]([F:49])([F:48])[F:47])[CH:41]=2)[C:6]=1[CH3:50])=[O:4].CCCC[N+](CCCC)(CCCC)CCCC.[F-]. Product: [CH3:1][O:2][C:3]([C:5]1[CH:10]([C:11]2[CH:12]=[CH:13][C:14]([C:17]#[N:18])=[CH:15][CH:16]=2)[N:9]2[C:19](=[O:39])[N:20]([CH2:22][CH2:23][CH2:24][S:25]([CH2:28][CH2:29][CH2:30][OH:31])(=[O:26])=[O:27])[N:21]=[C:8]2[N:7]([C:40]2[CH:45]=[CH:44][CH:43]=[C:42]([C:46]([F:48])([F:47])[F:49])[CH:41]=2)[C:6]=1[CH3:50])=[O:4]. The catalyst class is: 1. (7) Reactant: Cl[CH2:2][C:3]([C:6]1[N:10]([CH3:11])[C:9]2[CH:12]=[C:13]([Cl:17])[C:14]([Cl:16])=[CH:15][C:8]=2[N:7]=1)([OH:5])[CH3:4].[CH2:18]([SH:20])[CH3:19].C[O-].[Na+]. Product: [Cl:16][C:14]1[C:13]([Cl:17])=[CH:12][C:9]2[N:10]([CH3:11])[C:6]([C:3]([OH:5])([CH3:4])[CH2:2][S:20][CH2:18][CH3:19])=[N:7][C:8]=2[CH:15]=1. The catalyst class is: 5.